Predict the product of the given reaction. From a dataset of Forward reaction prediction with 1.9M reactions from USPTO patents (1976-2016). (1) Given the reactants [H-].[Na+].[CH3:3][C:4]1([CH3:22])[C:8]([CH3:10])([CH3:9])[O:7][B:6]([C:11]2[CH:12]=[C:13]3[C:18](=[CH:19][CH:20]=2)[C:17](=[O:21])[NH:16][CH2:15][CH2:14]3)[O:5]1.[CH3:23]I, predict the reaction product. The product is: [CH3:23][N:16]1[CH2:15][CH2:14][C:13]2[C:18](=[CH:19][CH:20]=[C:11]([B:6]3[O:5][C:4]([CH3:22])([CH3:3])[C:8]([CH3:9])([CH3:10])[O:7]3)[CH:12]=2)[C:17]1=[O:21]. (2) Given the reactants [CH:1]1([C:4]2[NH:8][N:7]=[C:6]([NH:9][C:10]3[C:11]4[CH2:26][CH2:25][CH2:24][C:12]=4[N:13]=[C:14]([N:16]4[CH2:20][CH2:19][CH2:18][CH:17]4[C:21]([OH:23])=O)[N:15]=3)[CH:5]=2)[CH2:3][CH2:2]1.[NH2:27][C:28]1[CH:29]=[N:30][CH:31]=[CH:32][CH:33]=1.CN(C(ON1N=NC2C=CC=NC1=2)=[N+](C)C)C.F[P-](F)(F)(F)(F)F.CCN(C(C)C)C(C)C, predict the reaction product. The product is: [CH:1]1([C:4]2[NH:8][N:7]=[C:6]([NH:9][C:10]3[C:11]4[CH2:26][CH2:25][CH2:24][C:12]=4[N:13]=[C:14]([N:16]4[CH2:20][CH2:19][CH2:18][CH:17]4[C:21]([NH:27][C:28]4[CH:29]=[N:30][CH:31]=[CH:32][CH:33]=4)=[O:23])[N:15]=3)[CH:5]=2)[CH2:3][CH2:2]1. (3) Given the reactants [F:1][C@H:2]1[CH2:6][CH2:5][N:4]([C:7]2[C:12]([CH2:13]O)=[CH:11][CH:10]=[CH:9][N:8]=2)[CH2:3]1.O=S(Cl)[Cl:17], predict the reaction product. The product is: [Cl:17][CH2:13][C:12]1[C:7]([N:4]2[CH2:5][CH2:6][C@H:2]([F:1])[CH2:3]2)=[N:8][CH:9]=[CH:10][CH:11]=1. (4) Given the reactants [C:1]([C:5]1[CH:10]=[CH:9][C:8]([C:11]([C:13]2[C:14]([Cl:19])=[N:15][CH:16]=[CH:17][CH:18]=2)=O)=[CH:7][CH:6]=1)([CH3:4])([CH3:3])[CH3:2].[NH2:20][CH2:21][CH2:22][OH:23], predict the reaction product. The product is: [C:1]([C:5]1[CH:10]=[CH:9][C:8](/[C:11](=[N:20]\[CH2:21][CH2:22][OH:23])/[C:13]2[C:14]([Cl:19])=[N:15][CH:16]=[CH:17][CH:18]=2)=[CH:7][CH:6]=1)([CH3:4])([CH3:3])[CH3:2]. (5) Given the reactants [Cl:1][C:2]1[CH:7]=[CH:6][C:5]([C@H:8]([C:21]([N:23]2[CH2:28][CH2:27][N:26]([C:29]3[C:34]([C:35]4[CH:40]=[CH:39][CH:38]=[C:37]([O:41][CH3:42])[CH:36]=4)=[CH:33][N:32]=[C:31]4[NH:43][CH:44]=[CH:45][C:30]=34)[CH2:25][CH2:24]2)=[O:22])[CH2:9][N:10]([CH:18]([CH3:20])[CH3:19])C(=O)OC(C)(C)C)=[CH:4][CH:3]=1.C(O)(C(F)(F)F)=O.C1(N)C(F)=C(F)C(F)=C(N)C=1F.Cl.Cl, predict the reaction product. The product is: [Cl:1][C:2]1[CH:7]=[CH:6][C:5]([C@@H:8]([CH2:9][NH:10][CH:18]([CH3:20])[CH3:19])[C:21]([N:23]2[CH2:24][CH2:25][N:26]([C:29]3[C:34]([C:35]4[CH:40]=[CH:39][CH:38]=[C:37]([O:41][CH3:42])[CH:36]=4)=[CH:33][N:32]=[C:31]4[NH:43][CH:44]=[CH:45][C:30]=34)[CH2:27][CH2:28]2)=[O:22])=[CH:4][CH:3]=1. (6) Given the reactants C(=O)([O-])[O-].[K+].[K+].[CH2:7]1[NH:12][C:10](=[O:11])[NH:9][CH2:8]1.Br[CH2:14][C:15]1[CH:24]=[CH:23][C:18]([C:19]([O:21][CH3:22])=[O:20])=[CH:17][CH:16]=1, predict the reaction product. The product is: [CH3:22][O:21][C:19]([C:18]1[CH:23]=[CH:24][C:15]([CH2:14][N:9]2[CH2:8][CH2:7][NH:12][C:10]2=[O:11])=[CH:16][CH:17]=1)=[O:20]. (7) Given the reactants [F:1][C:2]([F:25])([C:6]([F:24])([F:23])[C:7]([F:22])([F:21])[C:8]([F:20])([F:19])[C:9]([F:18])([F:17])[C:10]([F:16])([F:15])C(F)(F)F)[C:3]([OH:5])=[O:4].[F:26]C(F)(C(F)(F)C(F)(F)C(F)(F)C(F)(F)C(F)(F)C(F)(F)C(F)(F)F)C(O)=O.FC(F)(C(F)(F)C(F)(F)C(F)(F)C(F)(F)C(F)(F)C(F)(F)C(F)(F)C(F)(F)F)C(O)=O.FC(F)(C(F)(F)C(F)(F)C(F)(F)C(F)(F)C(F)(F)C(F)(F)C(F)(F)C(F)(F)C(F)(F)F)C(O)=O.FC(F)(C(F)(F)C(F)(F)C(F)(F)C(F)(F)C(F)(F)C(F)(F)C(F)(F)C(F)(F)C(F)(F)C(F)(F)F)C(O)=O.FC(F)(C(F)(F)C(F)(F)C(F)(F)C(F)(F)C(F)(F)C(F)(F)C(F)(F)C(F)(F)C(F)(F)C(F)(F)C(F)(F)C(F)(F)F)C(O)=O.FC(F)(C(F)(F)C(F)(F)C(F)(F)C(F)(F)C(F)(F)C(F)(F)C(F)(F)C(F)(F)C(F)(F)C(F)(F)C(F)(F)C(F)(F)C(F)(F)C(F)(F)F)C(O)=O.FC(F)(C(F)(F)C(F)(F)C(F)(F)C(F)(F)C(F)(F)C(F)(F)C(F)(F)C(F)(F)C(F)(F)C(F)(F)C(F)(F)C(F)(F)C(F)(F)C(F)(F)C(F)(F)C(F)(F)F)C(O)=O.FC(F)(C(F)(F)C(O)=O)C(O)=O.FC(F)(C(F)(F)C(F)(F)C(O)=O)C(O)=O.FC(F)(C(F)(F)C(F)(F)C(F)(F)C(O)=O)C(O)=O.FC(F)(C(F)(F)C(F)(F)C(F)(F)C(F)(F)C(F)(F)C(O)=O)C(O)=O.FC(F)(C(F)(F)C(F)(F)C(F)(F)C(F)(F)C(F)(F)C(F)(F)C(O)=O)C(O)=O.FC(F)(C(F)(F)C(F)(F)C(F)(F)C(F)(F)C(F)(F)C(F)(F)C(F)(F)C(O)=O)C(O)=O.FC(F)(C(O)=O)C(F)(F)C(F)(F)C(F)(F)C(F)(F)C(F)(F)C(F)(F)C(F)(F)C(F)(F)C(F)(F)C(O)=O, predict the reaction product. The product is: [F:25][C:2]([F:1])([C:6]([F:24])([F:23])[C:7]([F:21])([F:22])[C:8]([F:19])([F:20])[C:9]([F:17])([F:18])[C:10]([F:15])([F:26])[F:16])[C:3]([OH:5])=[O:4].